Dataset: CYP3A4 inhibition data for predicting drug metabolism from PubChem BioAssay. Task: Regression/Classification. Given a drug SMILES string, predict its absorption, distribution, metabolism, or excretion properties. Task type varies by dataset: regression for continuous measurements (e.g., permeability, clearance, half-life) or binary classification for categorical outcomes (e.g., BBB penetration, CYP inhibition). Dataset: cyp3a4_veith. The molecule is C[C@@H](C(=O)Nc1ccc2ccccc2c1)[C@H]1C[C@]1(C)[C@H](NC(=O)c1cnccn1)c1ccccc1. The result is 1 (inhibitor).